Dataset: Reaction yield outcomes from USPTO patents with 853,638 reactions. Task: Predict the reaction yield, written as a fraction of the theoretical maximum amount of product (1.0 means a 100% yield; for example, 0.34 means a 34% yield). (1) The reactants are [C:1](=O)([O-])[O-].[K+].[K+].CI.[Br:9][C:10]1[S:14][C:13]([NH:15][C:16](=[O:18])[CH3:17])=[N:12][CH:11]=1.O. The catalyst is CC(C)=O. The product is [Br:9][C:10]1[S:14][C:13]([N:15]([CH3:1])[C:16](=[O:18])[CH3:17])=[N:12][CH:11]=1. The yield is 0.360. (2) The product is [C:29]([NH:1][CH2:2][C:3]([N:5]1[CH2:9][C@H:8]([NH:10][C:11](=[O:18])[C:12]2[CH:13]=[CH:14][CH:15]=[CH:16][CH:17]=2)[CH2:7][C@H:6]1[C:19]([OH:21])=[O:20])=[O:4])(=[O:31])[CH3:30]. The catalyst is CC(C)=O. The reactants are [NH2:1][CH2:2][C:3]([N:5]1[CH2:9][C@H:8]([NH:10][C:11](=[O:18])[C:12]2[CH:17]=[CH:16][CH:15]=[CH:14][CH:13]=2)[CH2:7][C@H:6]1[C:19]([OH:21])=[O:20])=[O:4].C(N(CC)CC)C.[C:29](OC(=O)C)(=[O:31])[CH3:30]. The yield is 0.350. (3) The reactants are [CH3:1][C:2]1[N:37]=[C:5]2[N:6]([CH2:33][C:34](=O)[CH3:35])[C:7](=[O:32])[C:8]([CH2:13][C:14]3[CH:19]=[CH:18][C:17]([C:20]4[CH:25]=[CH:24][CH:23]=[CH:22][C:21]=4[C:26]4[NH:30][C:29](=[O:31])[O:28][N:27]=4)=[CH:16][CH:15]=3)=[C:9]([CH2:10][CH2:11][CH3:12])[N:4]2[N:3]=1.Cl.[NH2:39][O:40][CH:41]([CH3:43])[CH3:42].N1C=CC=CC=1.Cl. The catalyst is O.C(OCC)(=O)C. The product is [CH3:1][C:2]1[N:37]=[C:5]2[N:6]([CH2:33]/[C:34](=[N:39]/[O:40][CH:41]([CH3:43])[CH3:42])/[CH3:35])[C:7](=[O:32])[C:8]([CH2:13][C:14]3[CH:15]=[CH:16][C:17]([C:20]4[CH:25]=[CH:24][CH:23]=[CH:22][C:21]=4[C:26]4[NH:30][C:29](=[O:31])[O:28][N:27]=4)=[CH:18][CH:19]=3)=[C:9]([CH2:10][CH2:11][CH3:12])[N:4]2[N:3]=1. The yield is 0.360. (4) The reactants are Cl[CH2:2][C:3]1[N:7]=[C:6]([C:8]2[CH:13]=[CH:12][CH:11]=[C:10]([O:14][CH3:15])[CH:9]=2)[O:5][N:4]=1.C(=O)([O-])[O-].[K+].[K+].[CH3:22][N:23]1[C:27]([C:28]2[S:29][CH:30]=[CH:31][CH:32]=2)=[N:26][N:25]=[C:24]1[SH:33]. The catalyst is C(#N)C. The product is [CH3:15][O:14][C:10]1[CH:9]=[C:8]([C:6]2[O:5][N:4]=[C:3]([CH2:2][S:33][C:24]3[N:23]([CH3:22])[C:27]([C:28]4[S:29][CH:30]=[CH:31][CH:32]=4)=[N:26][N:25]=3)[N:7]=2)[CH:13]=[CH:12][CH:11]=1. The yield is 0.900. (5) The reactants are [Cl:1][C:2]1[C:3]([C:16]2[C:24]3[C:19](=[CH:20][CH:21]=[CH:22][CH:23]=3)[NH:18][N:17]=2)=[N:4][C:5]([NH:8][C@@H:9]2[CH2:14][CH2:13][CH2:12][C@H:11]([NH2:15])[CH2:10]2)=[N:6][CH:7]=1.[C:25]([O:29][C:30]([NH:32][C:33]1[CH:41]=[CH:40][C:36]([C:37](O)=[O:38])=[CH:35][CH:34]=1)=[O:31])([CH3:28])([CH3:27])[CH3:26].CN(C(ON1N=NC2C=CC=NC1=2)=[N+](C)C)C.F[P-](F)(F)(F)(F)F.CCN(C(C)C)C(C)C. The catalyst is CN(C=O)C.O. The product is [Cl:1][C:2]1[C:3]([C:16]2[C:24]3[C:19](=[CH:20][CH:21]=[CH:22][CH:23]=3)[NH:18][N:17]=2)=[N:4][C:5]([NH:8][C@@H:9]2[CH2:14][CH2:13][CH2:12][C@H:11]([NH:15][C:37]([C:36]3[CH:35]=[CH:34][C:33]([NH:32][C:30](=[O:31])[O:29][C:25]([CH3:27])([CH3:26])[CH3:28])=[CH:41][CH:40]=3)=[O:38])[CH2:10]2)=[N:6][CH:7]=1. The yield is 0.258.